The task is: Predict the product of the given reaction.. This data is from Forward reaction prediction with 1.9M reactions from USPTO patents (1976-2016). (1) The product is: [NH2:25][C:22]1[O:23][CH2:24][C@:18]2([N:21]=1)[C:17]1[CH:16]=[C:15]([C:26]3[C:27]([F:32])=[N:28][CH:29]=[CH:30][CH:31]=3)[CH:14]=[CH:13][C:12]=1[O:11][C:10]1[C:19]2=[CH:20][C:7]([C:40]#[C:39][C:37]([CH3:38])([OH:41])[CH3:36])=[CH:8][C:9]=1[F:33]. Given the reactants FC(F)(F)S(O[C:7]1[CH:20]=[C:19]2[C:10]([O:11][C:12]3[CH:13]=[CH:14][C:15]([C:26]4[C:27]([F:32])=[N:28][CH:29]=[CH:30][CH:31]=4)=[CH:16][C:17]=3[C@:18]32[CH2:24][O:23][C:22]([NH2:25])=[N:21]3)=[C:9]([F:33])[CH:8]=1)(=O)=O.[CH3:36][C:37]([OH:41])([C:39]#[CH:40])[CH3:38].C(NC(C)C)(C)C, predict the reaction product. (2) Given the reactants CS(C)=O.Cl[C:6]1[N:7]([CH2:28][CH:29]2[CH2:31][CH2:30]2)[C:8]2[C:13]([N:14]=1)=[C:12]([N:15]1[CH2:20][CH2:19][O:18][CH2:17][CH2:16]1)[N:11]=[C:10]([C:21]1[CH:22]=[N:23][C:24]([NH2:27])=[N:25][CH:26]=1)[N:9]=2.[CH3:32][C@H:33]1[CH2:38][NH:37][CH2:36][C@@H:35]([CH3:39])[NH:34]1, predict the reaction product. The product is: [CH:29]1([CH2:28][N:7]2[C:6]([N:37]3[CH2:36][C@H:35]([CH3:39])[NH:34][C@H:33]([CH3:32])[CH2:38]3)=[N:14][C:13]3[C:8]2=[N:9][C:10]([C:21]2[CH:22]=[N:23][C:24]([NH2:27])=[N:25][CH:26]=2)=[N:11][C:12]=3[N:15]2[CH2:20][CH2:19][O:18][CH2:17][CH2:16]2)[CH2:31][CH2:30]1. (3) Given the reactants CN(C(ON1N=NC2C=CC=NC1=2)=[N+](C)C)C.F[P-](F)(F)(F)(F)F.CCN(C(C)C)C(C)C.[CH:34]([N:37]1[C:41](=[O:42])/[C:40](=[CH:43]/[C:44]2[O:48][C:47]([S:49][C:50]3[N:54]([CH2:55][C:56](O)=[O:57])[C:53]4[CH:59]=[CH:60][CH:61]=[CH:62][C:52]=4[N:51]=3)=[CH:46][CH:45]=2)/[S:39][C:38]1=[O:63])([CH3:36])[CH3:35].[NH2:64][CH2:65][CH2:66][O:67][CH2:68][CH2:69][O:70][CH2:71][CH2:72][NH:73][C:74](=[O:80])[O:75][C:76]([CH3:79])([CH3:78])[CH3:77], predict the reaction product. The product is: [CH:34]([N:37]1[C:41](=[O:42])/[C:40](=[CH:43]/[C:44]2[O:48][C:47]([S:49][C:50]3[N:54]([CH2:55][C:56]([NH:64][CH2:65][CH2:66][O:67][CH2:68][CH2:69][O:70][CH2:71][CH2:72][NH:73][C:74](=[O:80])[O:75][C:76]([CH3:78])([CH3:77])[CH3:79])=[O:57])[C:53]4[CH:59]=[CH:60][CH:61]=[CH:62][C:52]=4[N:51]=3)=[CH:46][CH:45]=2)/[S:39][C:38]1=[O:63])([CH3:36])[CH3:35]. (4) Given the reactants [NH2:1][C:2]1[C:10]([Cl:11])=[CH:9][CH:8]=[CH:7][C:3]=1[C:4](O)=[O:5].C([N:14]=C=NCCCN(C)C)C.[Cl-].[NH4+].CCN(C(C)C)C(C)C, predict the reaction product. The product is: [NH2:1][C:2]1[C:10]([Cl:11])=[CH:9][CH:8]=[CH:7][C:3]=1[C:4]([NH2:14])=[O:5].